Dataset: Full USPTO retrosynthesis dataset with 1.9M reactions from patents (1976-2016). Task: Predict the reactants needed to synthesize the given product. (1) Given the product [CH2:1]([O:3][C:4]([C@H:6]1[CH2:8][C@@H:7]1[C:9]1[CH:14]=[CH:13][C:12]([O:15][C@H:16]2[C:24]3[C:19](=[C:20]([B:27]4[O:31][C:30]([CH3:33])([CH3:32])[C:29]([CH3:35])([CH3:34])[O:28]4)[CH:21]=[CH:22][C:23]=3[F:25])[CH2:18][CH2:17]2)=[CH:11][CH:10]=1)=[O:5])[CH3:2], predict the reactants needed to synthesize it. The reactants are: [CH2:1]([O:3][C:4]([C@H:6]1[CH2:8][C@@H:7]1[C:9]1[CH:14]=[CH:13][C:12]([O:15][C@H:16]2[C:24]3[C:19](=[C:20](Br)[CH:21]=[CH:22][C:23]=3[F:25])[CH2:18][CH2:17]2)=[CH:11][CH:10]=1)=[O:5])[CH3:2].[B:27]1([B:27]2[O:31][C:30]([CH3:33])([CH3:32])[C:29]([CH3:35])([CH3:34])[O:28]2)[O:31][C:30]([CH3:33])([CH3:32])[C:29]([CH3:35])([CH3:34])[O:28]1.C([O-])(=O)C.[K+]. (2) Given the product [Cl:1][C:2]1[CH:11]=[C:10]2[C:5]([C:6](=[O:13])[C:7]([S:15]([Cl:14])(=[O:17])=[O:16])=[CH:8][N:9]2[CH3:12])=[CH:4][CH:3]=1, predict the reactants needed to synthesize it. The reactants are: [Cl:1][C:2]1[CH:11]=[C:10]2[C:5]([C:6](=[O:13])[CH:7]=[CH:8][N:9]2[CH3:12])=[CH:4][CH:3]=1.[Cl:14][S:15](O)(=[O:17])=[O:16]. (3) Given the product [Br:1][C:2]1[C:3]2[N:4]([CH:10]=[C:11]([CH2:12][CH2:13][C:14]#[C:15][Si:16]([CH3:19])([CH3:18])[CH3:17])[N:8]=2)[CH:5]=[CH:6][CH:7]=1, predict the reactants needed to synthesize it. The reactants are: [Br:1][C:2]1[C:3]([NH2:8])=[N:4][CH:5]=[CH:6][CH:7]=1.Br[CH2:10][C:11](=O)[CH2:12][CH2:13][C:14]#[C:15][Si:16]([CH3:19])([CH3:18])[CH3:17]. (4) Given the product [Cl:1][C:2]1[C:3]2[CH2:4][CH:5]([CH3:16])[N:6]3[CH:7]([C:8]=2[CH:9]=[C:10]([O:14][CH3:15])[C:11]=1[O:12][CH3:13])[CH2:28][C:27](=[O:29])[C:21]([C:22]([O:24][CH2:25][CH3:26])=[O:23])=[CH:20]3, predict the reactants needed to synthesize it. The reactants are: [Cl:1][C:2]1[C:11]([O:12][CH3:13])=[C:10]([O:14][CH3:15])[CH:9]=[C:8]2[C:3]=1[CH2:4][CH:5]([CH3:16])[N:6]=[CH:7]2.C(O[CH:20]=[C:21]([C:27](=[O:29])[CH3:28])[C:22]([O:24][CH2:25][CH3:26])=[O:23])C.